This data is from Full USPTO retrosynthesis dataset with 1.9M reactions from patents (1976-2016). The task is: Predict the reactants needed to synthesize the given product. Given the product [I:27][C:24]1[CH:25]=[C:26]2[C:21](=[CH:22][CH:23]=1)[C:20](=[O:28])[NH:19][C:18](=[O:29])/[C:17]/2=[CH:16]/[O:41][CH3:37].[F:1][C:2]1[CH:3]=[C:4]([NH2:15])[CH:5]=[CH:6][C:7]=1[N:8]1[CH2:9][CH2:10][N:11]([CH3:14])[CH2:12][CH2:13]1, predict the reactants needed to synthesize it. The reactants are: [F:1][C:2]1[CH:3]=[C:4]([NH:15]/[CH:16]=[C:17]2\[C:18](=[O:29])[NH:19][C:20](=[O:28])[C:21]3[C:26]\2=[CH:25][C:24]([I:27])=[CH:23][CH:22]=3)[CH:5]=[CH:6][C:7]=1[N:8]1[CH2:13][CH2:12][N:11]([CH3:14])[CH2:10][CH2:9]1.BrC1C=C2C(=CC=1)[C:37](=[O:41])NC(=O)C2=CNC1C=CC(N2CC(C)NC(C)C2)=CC=1.